This data is from Reaction yield outcomes from USPTO patents with 853,638 reactions. The task is: Predict the reaction yield, written as a fraction of the theoretical maximum amount of product (1.0 means a 100% yield; for example, 0.34 means a 34% yield). (1) The reactants are C[O:2][C:3]([C:5]1[C:9]([NH:10][C:11](=[O:26])[CH2:12][O:13][C:14]2[CH:19]=[CH:18][C:17]([CH:20]3[CH2:25][CH2:24][CH2:23][CH2:22][CH2:21]3)=[CH:16][CH:15]=2)=[CH:8][S:7][CH:6]=1)=[O:4].[OH-].[Na+].Cl. The catalyst is C1COCC1.O. The product is [CH:20]1([C:17]2[CH:18]=[CH:19][C:14]([O:13][CH2:12][C:11]([NH:10][C:9]3[C:5]([C:3]([OH:4])=[O:2])=[CH:6][S:7][CH:8]=3)=[O:26])=[CH:15][CH:16]=2)[CH2:25][CH2:24][CH2:23][CH2:22][CH2:21]1. The yield is 0.710. (2) The reactants are [OH:1][CH2:2][CH:3]([CH2:6][OH:7])[CH2:4][OH:5].[O:8]1[CH2:13][CH2:12][C:11](=O)[CH2:10][CH2:9]1.C1C=CC=CC=1. The catalyst is O.C1(C)C=CC(S(O)(=O)=O)=CC=1.C(N(CC)CC)C. The product is [O:1]1[C:11]2([CH2:12][CH2:13][O:8][CH2:9][CH2:10]2)[O:5][CH2:4][CH:3]([CH2:6][OH:7])[CH2:2]1. The yield is 0.649. (3) The reactants are C([O:8][C:9]1[C:14]([F:15])=[CH:13][C:12]([F:16])=[CH:11][C:10]=1[CH2:17][CH:18]=[CH:19][C:20]1[CH:72]=[C:23]2[N:24]=[C:25]([CH3:71])[C:26]([C@H:60]([O:66][C:67]([CH3:70])([CH3:69])[CH3:68])[C:61]([O:63][CH2:64][CH3:65])=[O:62])=[C:27]([N:28]3[CH2:33][CH2:32][C:31]([O:35][CH2:36][CH2:37][CH2:38][CH2:39][C@H:40]([O:42][Si:43]([C:56]([CH3:59])([CH3:58])[CH3:57])([C:50]4[CH:55]=[CH:54][CH:53]=[CH:52][CH:51]=4)[C:44]4[CH:49]=[CH:48][CH:47]=[CH:46][CH:45]=4)[CH3:41])([CH3:34])[CH2:30][CH2:29]3)[N:22]2[N:21]=1)C1C=CC=CC=1.[H][H]. The catalyst is C(O)C.[Pd]. The product is [C:67]([O:66][C@@H:60]([C:26]1[C:25]([CH3:71])=[N:24][C:23]2[N:22]([N:21]=[C:20]([CH2:19][CH2:18][CH2:17][C:10]3[CH:11]=[C:12]([F:16])[CH:13]=[C:14]([F:15])[C:9]=3[OH:8])[CH:72]=2)[C:27]=1[N:28]1[CH2:29][CH2:30][C:31]([O:35][CH2:36][CH2:37][CH2:38][CH2:39][C@H:40]([O:42][Si:43]([C:56]([CH3:59])([CH3:57])[CH3:58])([C:44]2[CH:49]=[CH:48][CH:47]=[CH:46][CH:45]=2)[C:50]2[CH:51]=[CH:52][CH:53]=[CH:54][CH:55]=2)[CH3:41])([CH3:34])[CH2:32][CH2:33]1)[C:61]([O:63][CH2:64][CH3:65])=[O:62])([CH3:68])([CH3:69])[CH3:70]. The yield is 0.810. (4) The reactants are Cl.[NH2:2][C:3]1[CH:4]=[C:5]([CH:15]=[CH:16][CH:17]=1)[CH2:6][CH2:7][NH:8][C:9](=[O:14])[C:10]([F:13])([F:12])[F:11].[N:18]([O-])=O.[Na+].O.O.[Sn](Cl)(Cl)(Cl)Cl. The catalyst is Cl.O. The product is [NH:2]([C:3]1[CH:4]=[C:5]([CH:15]=[CH:16][CH:17]=1)[CH2:6][CH2:7][NH:8][C:9](=[O:14])[C:10]([F:11])([F:12])[F:13])[NH2:18]. The yield is 0.720. (5) The reactants are Br[C:2]1[C:11]2[C:6](=[CH:7][CH:8]=[C:9]([O:12][CH3:13])[CH:10]=2)[C:5](=[O:14])[NH:4][CH:3]=1.[CH3:15][NH:16][CH3:17]. No catalyst specified. The product is [CH3:15][N:16]([CH3:17])[C:2]1[C:11]2[C:6](=[CH:7][CH:8]=[C:9]([O:12][CH3:13])[CH:10]=2)[C:5](=[O:14])[NH:4][CH:3]=1. The yield is 0.850. (6) The reactants are [CH3:1][C:2]1([CH2:9][C:10]([O:12][C:13]([CH3:16])([CH3:15])[CH3:14])=[O:11])[C:6](=[O:7])[NH:5][C:4](=[O:8])[NH:3]1.C(=O)([O-])[O-].[K+].[K+].FC(F)(F)S(O[CH2:29][C:30]([F:33])([F:32])[F:31])(=O)=O. The catalyst is CN(C=O)C.CCOC(C)=O.C(Cl)Cl.CCCCCC. The product is [CH3:1][C:2]1([CH2:9][C:10]([O:12][C:13]([CH3:16])([CH3:15])[CH3:14])=[O:11])[C:6](=[O:7])[N:5]([CH2:29][C:30]([F:33])([F:32])[F:31])[C:4](=[O:8])[NH:3]1. The yield is 0.750. (7) The reactants are [F:1][C:2]1[CH:3]=[C:4]([C:9]2[C:13]([CH2:14][O:15][C:16]3[CH:24]=[CH:23][C:19]([C:20](O)=[O:21])=[CH:18][N:17]=3)=[C:12]([CH2:25][OH:26])[O:11][N:10]=2)[CH:5]=[CH:6][C:7]=1[F:8].O.ON1C2C=CC=CC=2N=N1.C(N(C(C)C)C(C)C)C.Cl.CN(C)CCCN=C=NCC.[CH3:59][N:60]1[CH:64]=[C:63]([NH2:65])[CH:62]=[N:61]1. The catalyst is C1COCC1.CCCCCCC.C(OCC)(=O)C. The product is [F:1][C:2]1[CH:3]=[C:4]([C:9]2[C:13]([CH2:14][O:15][C:16]3[CH:24]=[CH:23][C:19]([C:20]([NH:65][C:63]4[CH:62]=[N:61][N:60]([CH3:59])[CH:64]=4)=[O:21])=[CH:18][N:17]=3)=[C:12]([CH2:25][OH:26])[O:11][N:10]=2)[CH:5]=[CH:6][C:7]=1[F:8]. The yield is 0.0300. (8) The reactants are [CH2:1]([N:8]([C:21]([O:23][C:24]([CH3:27])([CH3:26])[CH3:25])=[O:22])[C:9]12[CH2:16][CH2:15][C:12]([C:17](OC)=[O:18])([CH2:13][CH2:14]1)[CH2:11][CH2:10]2)[C:2]1[CH:7]=[CH:6][CH:5]=[CH:4][CH:3]=1.[BH4-].[Li+].O. The catalyst is C1COCC1.CCOC(C)=O. The product is [CH2:1]([N:8]([C:9]12[CH2:14][CH2:13][C:12]([CH2:17][OH:18])([CH2:11][CH2:10]1)[CH2:15][CH2:16]2)[C:21](=[O:22])[O:23][C:24]([CH3:27])([CH3:26])[CH3:25])[C:2]1[CH:7]=[CH:6][CH:5]=[CH:4][CH:3]=1. The yield is 0.920. (9) The reactants are [Br:1][CH2:2][CH2:3][CH2:4][CH2:5][CH2:6][CH2:7][CH2:8][CH2:9][CH2:10][C:11]([OH:13])=[O:12].[C:14]1([P:20]([C:27]2[CH:32]=[CH:31][CH:30]=[CH:29][CH:28]=2)[C:21]2[CH:26]=[CH:25][CH:24]=[CH:23][CH:22]=2)[CH:19]=[CH:18][CH:17]=[CH:16][CH:15]=1. No catalyst specified. The product is [Br-:1].[C:11]([CH2:10][CH2:9][CH2:8][CH2:7][CH2:6][CH2:5][CH2:4][CH2:3][CH2:2][P+:20]([C:21]1[CH:22]=[CH:23][CH:24]=[CH:25][CH:26]=1)([C:27]1[CH:32]=[CH:31][CH:30]=[CH:29][CH:28]=1)[C:14]1[CH:15]=[CH:16][CH:17]=[CH:18][CH:19]=1)([OH:13])=[O:12]. The yield is 1.00. (10) The reactants are [F:1][C:2]1[CH:3]=[C:4]([CH:14]2[C:23]([CH3:25])([CH3:24])[CH2:22][C:21]3[C:16](=[CH:17][CH:18]=[C:19]([C:26](O)=[O:27])[CH:20]=3)[NH:15]2)[CH:5]=[C:6]([N:8]2[CH2:12][CH2:11][CH2:10][C:9]2=[O:13])[CH:7]=1.[CH3:29][S:30]([NH2:33])(=[O:32])=[O:31]. The catalyst is CN(C)C1C=CN=CC=1.ClCCl. The product is [F:1][C:2]1[CH:3]=[C:4]([CH:14]2[C:23]([CH3:24])([CH3:25])[CH2:22][C:21]3[C:16](=[CH:17][CH:18]=[C:19]([C:26]([NH:33][S:30]([CH3:29])(=[O:32])=[O:31])=[O:27])[CH:20]=3)[NH:15]2)[CH:5]=[C:6]([N:8]2[CH2:12][CH2:11][CH2:10][C:9]2=[O:13])[CH:7]=1. The yield is 0.290.